From a dataset of Reaction yield outcomes from USPTO patents with 853,638 reactions. Predict the reaction yield, written as a fraction of the theoretical maximum amount of product (1.0 means a 100% yield; for example, 0.34 means a 34% yield). (1) The reactants are C1(C)C=CC=CC=1P(C1C=CC=CC=1C)C1C=CC=CC=1C.C(=O)([O-])[O-].[Na+].[Na+].CC1(C)C(C)(C)OB([C:37]2[CH:42]=[CH:41][C:40]([CH2:43][C:44]([O:46][CH3:47])=[O:45])=[CH:39][CH:38]=2)O1.Br[C:50]1[CH:55]=[CH:54][C:53]([OH:56])=[CH:52][C:51]=1[F:57].Cl. The catalyst is CN(C)C=O.C([O-])(=O)C.[Pd+2].C([O-])(=O)C. The product is [F:57][C:51]1[CH:52]=[C:53]([OH:56])[CH:54]=[CH:55][C:50]=1[C:37]1[CH:38]=[CH:39][C:40]([CH2:43][C:44]([O:46][CH3:47])=[O:45])=[CH:41][CH:42]=1. The yield is 0.590. (2) The reactants are [C:1]1([P:7]([C:14]2[CH:19]=[CH:18][CH:17]=[CH:16][CH:15]=2)[C:8]2[CH:13]=[CH:12][CH:11]=[CH:10][CH:9]=2)[CH:6]=[CH:5][CH:4]=[CH:3][CH:2]=1.C(Cl)(=O)C.CN([CH2:27][C:28]1[S:29][CH:30]=[CH:31][CH:32]=1)C.[I-:33].[Na+]. The catalyst is C(#N)C.C1(C)C=CC=CC=1.O.CCCCCC. The product is [I-:33].[C:14]1([P+:7]([C:1]2[CH:2]=[CH:3][CH:4]=[CH:5][CH:6]=2)([C:8]2[CH:13]=[CH:12][CH:11]=[CH:10][CH:9]=2)[CH2:27][C:28]2[S:29][CH:30]=[CH:31][CH:32]=2)[CH:15]=[CH:16][CH:17]=[CH:18][CH:19]=1. The yield is 0.850. (3) The reactants are [C:1]([C:4]1[CH:11]=[CH:10][C:7]([CH:8]=[O:9])=[CH:6][CH:5]=1)([OH:3])=O.CN(C(ON1N=NC2C=CC=NC1=2)=[N+](C)C)C.F[P-](F)(F)(F)(F)F.[NH2:36][CH2:37][CH2:38][N:39]1[CH2:44][CH2:43][CH:42]([O:45][C:46](=[O:60])[NH:47][C:48]2[CH:53]=[CH:52][CH:51]=[CH:50][C:49]=2[C:54]2[CH:59]=[CH:58][CH:57]=[CH:56][CH:55]=2)[CH2:41][CH2:40]1.CCN(C(C)C)C(C)C. The catalyst is C(Cl)Cl. The product is [CH:8]([C:7]1[CH:10]=[CH:11][C:4]([C:1]([NH:36][CH2:37][CH2:38][N:39]2[CH2:44][CH2:43][CH:42]([O:45][C:46](=[O:60])[NH:47][C:48]3[CH:53]=[CH:52][CH:51]=[CH:50][C:49]=3[C:54]3[CH:59]=[CH:58][CH:57]=[CH:56][CH:55]=3)[CH2:41][CH2:40]2)=[O:3])=[CH:5][CH:6]=1)=[O:9]. The yield is 0.920. (4) The reactants are [CH3:1][O:2][C:3]([C:5]1[C:9](Br)=[CH:8][N:7]([CH3:11])[N:6]=1)=[O:4].CC1(C)C(C)(C)OB([C:20]2[CH:21]=[C:22]3[C:27](=[C:28]([O:30][CH2:31][O:32][CH2:33][CH2:34][Si:35]([CH3:38])([CH3:37])[CH3:36])[CH:29]=2)[N:26]=[CH:25][N:24]([CH2:39][O:40][CH2:41][CH2:42][Si:43]([CH3:46])([CH3:45])[CH3:44])[C:23]3=[O:47])O1.C(=O)([O-])[O-].[K+].[K+].O. The catalyst is CN(C)C=O.C1(P([C-]2C=CC=C2)C2C=CC=CC=2)C=CC=CC=1.[C-]1(P(C2C=CC=CC=2)C2C=CC=CC=2)C=CC=C1.[Fe+2].[Pd](Cl)Cl. The product is [CH3:11][N:7]1[CH:8]=[C:9]([C:20]2[CH:21]=[C:22]3[C:27](=[C:28]([O:30][CH2:31][O:32][CH2:33][CH2:34][Si:35]([CH3:38])([CH3:36])[CH3:37])[CH:29]=2)[N:26]=[CH:25][N:24]([CH2:39][O:40][CH2:41][CH2:42][Si:43]([CH3:46])([CH3:45])[CH3:44])[C:23]3=[O:47])[C:5]([C:3]([O:2][CH3:1])=[O:4])=[N:6]1. The yield is 0.290. (5) The reactants are [CH3:1][C:2]1[S:6][C:5]([S:7][CH2:8][C:9]2[CH2:26][S:25][C@@H:12]3[C@H:13]([NH:16][C:17]([CH2:19][N:20]4[N:24]=[N:23][N:22]=[CH:21]4)=[O:18])[C:14](=[O:15])[N:11]3[C:10]=2[C:27]([OH:29])=[O:28])=[N:4][N:3]=1.[N+:30]([O-:33])([OH:32])=[O:31]. The catalyst is CO.C(#N)C. The product is [CH3:1][C:2]1[S:6][C:5]([S:7][CH2:8][C:9]2[CH2:26][S:25][C@@H:12]3[C@H:13]([NH:16][C:17]([CH2:19][N:20]4[N:24]=[N:23][N:22]=[CH:21]4)=[O:18])[C:14](=[O:15])[N:11]3[C:10]=2[C:27]([OH:29])=[O:28])=[N:4][N:3]=1.[N+:30]([O-:33])([O-:32])=[O:31]. The yield is 0.600.